This data is from Forward reaction prediction with 1.9M reactions from USPTO patents (1976-2016). The task is: Predict the product of the given reaction. (1) Given the reactants C(OC([N:8]1[CH2:13][CH2:12][C@@H:11]([C:14]2[CH:19]=[C:18]([F:20])[CH:17]=[C:16]([F:21])[CH:15]=2)[C@H:10]([C:22]2[CH:27]=[CH:26][C:25]([C:28]3[CH:33]=[CH:32][CH:31]=[CH:30][C:29]=3[CH2:34][CH2:35][CH2:36][O:37][CH3:38])=[CH:24][C:23]=2[CH3:39])[CH2:9]1)=O)(C)(C)C.Cl, predict the reaction product. The product is: [F:20][C:18]1[CH:19]=[C:14]([C@@H:11]2[CH2:12][CH2:13][NH:8][CH2:9][C@H:10]2[C:22]2[CH:27]=[CH:26][C:25]([C:28]3[CH:33]=[CH:32][CH:31]=[CH:30][C:29]=3[CH2:34][CH2:35][CH2:36][O:37][CH3:38])=[CH:24][C:23]=2[CH3:39])[CH:15]=[C:16]([F:21])[CH:17]=1. (2) Given the reactants [F:1][C:2]1[CH:7]=[C:6]([N:8]2[CH:12]=[C:11]([CH3:13])[N:10]=[C:9]2[C:14]2[CH:19]=[CH:18][C:17]([C:20]3[N:21]=[C:22]([Si](C)(C)C)[S:23][CH:24]=3)=[CH:16][CH:15]=2)[CH:5]=[CH:4][C:3]=1[S:29]([NH2:32])(=[O:31])=[O:30].[F-].C([N+](CCCC)(CCCC)CCCC)CCC.O, predict the reaction product. The product is: [F:1][C:2]1[CH:7]=[C:6]([N:8]2[CH:12]=[C:11]([CH3:13])[N:10]=[C:9]2[C:14]2[CH:19]=[CH:18][C:17]([C:20]3[N:21]=[CH:22][S:23][CH:24]=3)=[CH:16][CH:15]=2)[CH:5]=[CH:4][C:3]=1[S:29]([NH2:32])(=[O:30])=[O:31].